This data is from TCR-epitope binding with 47,182 pairs between 192 epitopes and 23,139 TCRs. The task is: Binary Classification. Given a T-cell receptor sequence (or CDR3 region) and an epitope sequence, predict whether binding occurs between them. The epitope is ITEEVGHTDLMAAY. The TCR CDR3 sequence is CASSQMLTGGTEAFF. Result: 1 (the TCR binds to the epitope).